This data is from NCI-60 drug combinations with 297,098 pairs across 59 cell lines. The task is: Regression. Given two drug SMILES strings and cell line genomic features, predict the synergy score measuring deviation from expected non-interaction effect. (1) Drug 1: CN1C(=O)N2C=NC(=C2N=N1)C(=O)N. Drug 2: CN(CCCl)CCCl.Cl. Cell line: 786-0. Synergy scores: CSS=41.1, Synergy_ZIP=-2.39, Synergy_Bliss=-1.98, Synergy_Loewe=-27.7, Synergy_HSA=0.772. (2) Drug 1: CS(=O)(=O)C1=CC(=C(C=C1)C(=O)NC2=CC(=C(C=C2)Cl)C3=CC=CC=N3)Cl. Drug 2: C1C(C(OC1N2C=NC3=C2NC=NCC3O)CO)O. Cell line: RXF 393. Synergy scores: CSS=24.5, Synergy_ZIP=-2.76, Synergy_Bliss=4.80, Synergy_Loewe=6.84, Synergy_HSA=7.37. (3) Drug 1: CC1=CC=C(C=C1)C2=CC(=NN2C3=CC=C(C=C3)S(=O)(=O)N)C(F)(F)F. Drug 2: CC1CCC2CC(C(=CC=CC=CC(CC(C(=O)C(C(C(=CC(C(=O)CC(OC(=O)C3CCCCN3C(=O)C(=O)C1(O2)O)C(C)CC4CCC(C(C4)OC)OCCO)C)C)O)OC)C)C)C)OC. Cell line: COLO 205. Synergy scores: CSS=7.45, Synergy_ZIP=-0.668, Synergy_Bliss=1.55, Synergy_Loewe=-2.90, Synergy_HSA=0.212. (4) Drug 1: CN(C)C1=NC(=NC(=N1)N(C)C)N(C)C. Drug 2: CC1CCCC2(C(O2)CC(NC(=O)CC(C(C(=O)C(C1O)C)(C)C)O)C(=CC3=CSC(=N3)C)C)C. Cell line: SF-268. Synergy scores: CSS=-2.60, Synergy_ZIP=6.15, Synergy_Bliss=8.37, Synergy_Loewe=-0.152, Synergy_HSA=2.21. (5) Synergy scores: CSS=51.5, Synergy_ZIP=1.05, Synergy_Bliss=0.168, Synergy_Loewe=-37.7, Synergy_HSA=0.521. Cell line: SR. Drug 1: CC1=CC=C(C=C1)C2=CC(=NN2C3=CC=C(C=C3)S(=O)(=O)N)C(F)(F)F. Drug 2: CCC1(C2=C(COC1=O)C(=O)N3CC4=CC5=C(C=CC(=C5CN(C)C)O)N=C4C3=C2)O.Cl. (6) Drug 1: CCC1(C2=C(COC1=O)C(=O)N3CC4=CC5=C(C=CC(=C5CN(C)C)O)N=C4C3=C2)O.Cl. Drug 2: N.N.Cl[Pt+2]Cl. Cell line: OVCAR-5. Synergy scores: CSS=62.3, Synergy_ZIP=-4.62, Synergy_Bliss=-3.07, Synergy_Loewe=1.28, Synergy_HSA=3.15.